Dataset: Catalyst prediction with 721,799 reactions and 888 catalyst types from USPTO. Task: Predict which catalyst facilitates the given reaction. (1) Reactant: COC1C=CC(C[N:8](CC2C=CC(OC)=CC=2)[S:9]([C:12]2[CH:17]=[CH:16][C:15]([O:18][C:19]3[CH:24]=[C:23]([C:25]4[NH:26][C:27]([C:30]5[O:31][C@@H:32]([CH3:35])[CH2:33][N:34]=5)=[CH:28][CH:29]=4)[CH:22]=[C:21]([O:36][C@@H:37]([CH3:41])[CH2:38][O:39][CH3:40])[CH:20]=3)=[CH:14][N:13]=2)(=[O:11])=[O:10])=CC=1. Product: [CH3:40][O:39][CH2:38][C@H:37]([CH3:41])[O:36][C:21]1[CH:20]=[C:19]([CH:24]=[C:23]([C:25]2[NH:26][C:27]([C:30]3[O:31][C@@H:32]([CH3:35])[CH2:33][N:34]=3)=[CH:28][CH:29]=2)[CH:22]=1)[O:18][C:15]1[CH:16]=[CH:17][C:12]([S:9]([NH2:8])(=[O:10])=[O:11])=[N:13][CH:14]=1. The catalyst class is: 55. (2) Reactant: [CH3:1][C:2]1[C:11]([CH3:12])=[C:10]2[C:5]([C:6]3([CH2:15][CH2:14][CH2:13]3)[CH2:7][CH2:8][NH:9]2)=[CH:4][C:3]=1[OH:16].Cl[CH2:18][C:19]1[CH:28]=[CH:27][C:26]2[C:21](=[CH:22][CH:23]=[CH:24][CH:25]=2)[N:20]=1.C([O-])([O-])=O.[K+].[K+].[I-].[Na+]. Product: [CH3:1][C:2]1[C:11]([CH3:12])=[C:10]2[C:5]([C:6]3([CH2:13][CH2:14][CH2:15]3)[CH2:7][CH2:8][N:9]2[CH2:18][C:19]2[CH:28]=[CH:27][C:26]3[C:21](=[CH:22][CH:23]=[CH:24][CH:25]=3)[N:20]=2)=[CH:4][C:3]=1[OH:16]. The catalyst class is: 21.